From a dataset of Full USPTO retrosynthesis dataset with 1.9M reactions from patents (1976-2016). Predict the reactants needed to synthesize the given product. (1) Given the product [CH3:42][C:43]1[N:37]=[C:33]2[C:34]([CH:35]=[CH:36][C:31]([NH:30][CH2:29][C:12]3[C:13]([CH2:27][CH3:28])=[C:14]([CH2:18][NH:19][C:20]4[CH:25]=[CH:24][C:23]5[C:22](=[N:26][C:4]([CH3:5])=[CH:3][CH:2]=5)[N:21]=4)[C:15]([CH2:16][CH3:17])=[C:10]([CH2:9][NH:8][C:6]4[CH:5]=[CH:4][C:3]5[C:2](=[N:1][C:11]([CH3:12])=[CH:10][CH:9]=5)[N:7]=4)[C:11]=3[CH2:38][CH3:39])=[N:32]2)=[CH:45][CH:44]=1, predict the reactants needed to synthesize it. The reactants are: [NH2:1][C:2]1[N:7]=[C:6]([NH:8][CH2:9][C:10]2[C:15]([CH2:16][CH3:17])=[C:14]([CH2:18][NH:19][C:20]3[CH:25]=[CH:24][CH:23]=[C:22]([NH2:26])[N:21]=3)[C:13]([CH2:27][CH3:28])=[C:12]([CH2:29][NH:30][C:31]3[CH:36]=[CH:35][CH:34]=[C:33]([NH2:37])[N:32]=3)[C:11]=2[CH2:38][CH3:39])[CH:5]=[CH:4][CH:3]=1.CO[CH:42](OC)[CH2:43][C:44](=O)[CH3:45].OP(O)(O)=O. (2) Given the product [ClH:57].[ClH:57].[F:32][C:33]1[CH:54]=[CH:53][CH:52]=[C:51]([F:55])[C:34]=1[O:35][C:36]1[C:41]([CH:42]=[CH:6][CH2:5][CH2:4][N:3]([CH3:26])[CH3:2])=[CH:40][N:39]=[C:38]([NH:44][C:45]2[S:46][CH:47]=[C:48]([CH3:50])[N:49]=2)[CH:37]=1, predict the reactants needed to synthesize it. The reactants are: [Br-].[CH3:2][N:3]([CH3:26])[CH2:4][CH2:5][CH2:6][P+](C1C=CC=CC=1)(C1C=CC=CC=1)C1C=CC=CC=1.C([Li])CCC.[F:32][C:33]1[CH:54]=[CH:53][CH:52]=[C:51]([F:55])[C:34]=1[O:35][C:36]1[C:41]([CH:42]=O)=[CH:40][N:39]=[C:38]([NH:44][C:45]2[S:46][CH:47]=[C:48]([CH3:50])[N:49]=2)[CH:37]=1.[NH4+].[Cl-:57]. (3) Given the product [C:1]([O:5][C:6](=[O:13])[NH:7][C:8]([CH3:12])([CH3:11])[CH2:9][NH:14][CH:15]([C:18]1[N:23]([CH2:24][C:25]2[CH:26]=[CH:27][CH:28]=[CH:29][CH:30]=2)[C:22](=[O:31])[C:21]2=[CH:32][CH:33]=[CH:34][N:20]2[N:19]=1)[CH2:16][CH3:17])([CH3:4])([CH3:3])[CH3:2], predict the reactants needed to synthesize it. The reactants are: [C:1]([O:5][C:6](=[O:13])[NH:7][C:8]([CH3:12])([CH3:11])[CH:9]=O)([CH3:4])([CH3:3])[CH3:2].[NH2:14][CH:15]([C:18]1[N:23]([CH2:24][C:25]2[CH:30]=[CH:29][CH:28]=[CH:27][CH:26]=2)[C:22](=[O:31])[C:21]2=[CH:32][CH:33]=[CH:34][N:20]2[N:19]=1)[CH2:16][CH3:17].[BH3-]C#N.[Na+]. (4) Given the product [F:1][C:2]1[CH:7]=[CH:6][N:5]=[C:4]([NH2:8])[C:3]=1[CH2:16][NH:17][CH2:18][C:19]1[CH:24]=[CH:23][C:22]([O:25][CH3:26])=[CH:21][CH:20]=1, predict the reactants needed to synthesize it. The reactants are: [F:1][C:2]1[CH:7]=[CH:6][N:5]=[C:4]([NH:8]C(=O)OC(C)(C)C)[C:3]=1[CH2:16][NH:17][CH2:18][C:19]1[CH:24]=[CH:23][C:22]([O:25][CH3:26])=[CH:21][CH:20]=1.C(O)(C(F)(F)F)=O.C(Cl)Cl.CO. (5) Given the product [OH:1][CH:2]([CH2:3][C:4]([O:6][CH3:7])=[O:5])[CH2:8][C:9]([O:11][CH3:12])=[O:10], predict the reactants needed to synthesize it. The reactants are: [O:1]=[C:2]([CH2:8][C:9]([O:11][CH3:12])=[O:10])[CH2:3][C:4]([O:6][CH3:7])=[O:5].[BH4-].[Na+]. (6) Given the product [C:9](/[C:8](=[C:11]1/[NH:12][C:13]2[CH:21]=[CH:20][CH:19]=[CH:18][C:14]=2[N:15]/1[CH2:16][CH3:17])/[C:6]1[CH:5]=[CH:4][N:3]=[C:2]([NH:1][C:32](=[O:33])[CH2:31][CH2:30][C:29]([N:26]2[CH2:25][CH2:24][N:23]([CH3:22])[CH2:28][CH2:27]2)=[O:35])[N:7]=1)#[N:10], predict the reactants needed to synthesize it. The reactants are: [NH2:1][C:2]1[N:7]=[C:6](/[C:8](=[C:11]2\[NH:12][C:13]3[CH:21]=[CH:20][CH:19]=[CH:18][C:14]=3[N:15]\2[CH2:16][CH3:17])/[C:9]#[N:10])[CH:5]=[CH:4][N:3]=1.[CH3:22][N:23]1[CH2:28][CH2:27][N:26]([C:29](=[O:35])[CH2:30][CH2:31][C:32](O)=[O:33])[CH2:25][CH2:24]1.